Dataset: Catalyst prediction with 721,799 reactions and 888 catalyst types from USPTO. Task: Predict which catalyst facilitates the given reaction. (1) Reactant: [N+:1]([C:4]1[CH:5]=[C:6]2[C:10](=[CH:11][CH:12]=1)[NH:9][N:8]=[CH:7]2)([O-:3])=[O:2].C(=O)([O-])[O-].[K+].[K+].[F:19][C:20]1[CH:21]=[C:22]([CH:25]=[CH:26][CH:27]=1)[CH2:23]Br. Product: [F:19][C:20]1[CH:21]=[C:22]([CH:25]=[CH:26][CH:27]=1)[CH2:23][N:9]1[C:10]2[C:6](=[CH:5][C:4]([N+:1]([O-:3])=[O:2])=[CH:12][CH:11]=2)[CH:7]=[N:8]1. The catalyst class is: 1. (2) Reactant: [OH:1][C:2]([C:31]1[CH:36]=[CH:35][CH:34]=[CH:33][CH:32]=1)([C:25]1[CH:30]=[CH:29][CH:28]=[CH:27][CH:26]=1)[C:3]1[N:7]=[CH:6][N:5]([CH2:8][CH:9]2[CH2:14][CH2:13][N:12](C(OCC3C=CC=CC=3)=O)[CH2:11][CH2:10]2)[N:4]=1.C([O-])=O.[NH4+]. Product: [C:31]1([C:2]([C:25]2[CH:30]=[CH:29][CH:28]=[CH:27][CH:26]=2)([C:3]2[N:7]=[CH:6][N:5]([CH2:8][CH:9]3[CH2:10][CH2:11][NH:12][CH2:13][CH2:14]3)[N:4]=2)[OH:1])[CH:32]=[CH:33][CH:34]=[CH:35][CH:36]=1. The catalyst class is: 421. (3) Reactant: Cl.[NH2:2][CH2:3][C:4]1[CH:5]=[C:6]2[C:10](=[CH:11][CH:12]=1)[C:9](=[O:13])[N:8]([CH:14]1[CH2:19][CH2:18][C:17](=[O:20])[NH:16][C:15]1=[O:21])[C:7]2=[O:22].Cl.[N:24]1[CH:29]=[CH:28][CH:27]=[CH:26][C:25]=1[C:30](Cl)=[O:31]. Product: [O:21]=[C:15]1[CH:14]([N:8]2[C:7](=[O:22])[C:6]3[C:10](=[CH:11][CH:12]=[C:4]([CH2:3][NH:2][C:30]([C:25]4[CH:26]=[CH:27][CH:28]=[CH:29][N:24]=4)=[O:31])[CH:5]=3)[C:9]2=[O:13])[CH2:19][CH2:18][C:17](=[O:20])[NH:16]1. The catalyst class is: 1. (4) Reactant: [CH3:1][O:2][C:3](=[O:13])[C:4]1[CH:9]=[CH:8][C:7]([OH:10])=[C:6]([C:11]#[N:12])[CH:5]=1.[F:14][C:15]([F:28])([F:27])[S:16](O[S:16]([C:15]([F:28])([F:27])[F:14])(=[O:18])=[O:17])(=[O:18])=[O:17]. Product: [CH3:1][O:2][C:3](=[O:13])[C:4]1[CH:9]=[CH:8][C:7]([O:10][S:16]([C:15]([F:28])([F:27])[F:14])(=[O:18])=[O:17])=[C:6]([C:11]#[N:12])[CH:5]=1. The catalyst class is: 272. (5) The catalyst class is: 124. Product: [OH:4][C:11]1[CH:12]=[C:13]([C:29]([NH:31][CH2:32][C:33]2[CH:38]=[CH:37][C:36]([S:39]([CH:42]([CH3:43])[CH3:44])(=[O:40])=[O:41])=[CH:35][CH:34]=2)=[O:30])[C:14](=[O:28])[N:15]([C:18]2[CH:23]=[CH:22][CH:21]=[C:20]([C:24]([F:26])([F:25])[F:27])[CH:19]=2)[C:16]=1[CH3:17]. Reactant: OO.S(=O)(=O)(O)[OH:4].C([C:11]1[CH:12]=[C:13]([C:29]([NH:31][CH2:32][C:33]2[CH:38]=[CH:37][C:36]([S:39]([CH:42]([CH3:44])[CH3:43])(=[O:41])=[O:40])=[CH:35][CH:34]=2)=[O:30])[C:14](=[O:28])[N:15]([C:18]2[CH:23]=[CH:22][CH:21]=[C:20]([C:24]([F:27])([F:26])[F:25])[CH:19]=2)[C:16]=1[CH3:17])(=O)C.C(=O)([O-])[O-].[Na+].[Na+]. (6) Reactant: Cl.Cl.[NH:3]1[CH2:8][CH2:7][CH:6]([N:9]2[C:17]3[C:12](=[N:13][CH:14]=[CH:15][CH:16]=3)[NH:11][C:10]2=[O:18])[CH2:5][CH2:4]1.Cl[C:20]1[CH:25]=[C:24]([C:26]([N:28]2[C:36]3[C:31](=[CH:32][C:33]([F:37])=[CH:34][CH:35]=3)[CH2:30][CH2:29]2)=[O:27])[CH:23]=[C:22]([O:38][CH3:39])[N:21]=1.C(=O)([O-])[O-].[K+].[K+]. Product: [F:37][C:33]1[CH:32]=[C:31]2[C:36](=[CH:35][CH:34]=1)[N:28]([C:26]([C:24]1[CH:23]=[C:22]([O:38][CH3:39])[N:21]=[C:20]([N:3]3[CH2:4][CH2:5][CH:6]([N:9]4[C:17]5[C:12](=[N:13][CH:14]=[CH:15][CH:16]=5)[NH:11][C:10]4=[O:18])[CH2:7][CH2:8]3)[CH:25]=1)=[O:27])[CH2:29][CH2:30]2. The catalyst class is: 37. (7) Reactant: [OH:1][B:2]1[C:6]2[CH:7]=[C:8]([O:12]C3CCCCO3)[CH:9]=[C:10]([CH3:11])[C:5]=2[CH:4]([CH2:19][S:20]([O:23][CH3:24])(=[O:22])=[O:21])[O:3]1.Cl. Product: [OH:1][B:2]1[C:6]2[CH:7]=[C:8]([OH:12])[CH:9]=[C:10]([CH3:11])[C:5]=2[CH:4]([CH2:19][S:20]([O:23][CH3:24])(=[O:22])=[O:21])[O:3]1. The catalyst class is: 1. (8) Reactant: CO[C:3]([C:5]1[N:10]=[CH:9][C:8]2[N:11]=[CH:12][NH:13][C:7]=2[CH:6]=1)=[O:4].[N:14]1([CH2:20][CH2:21][NH2:22])[CH2:19][CH2:18][O:17][CH2:16][CH2:15]1. Product: [N:14]1([CH2:20][CH2:21][NH:22][C:3]([C:5]2[N:10]=[CH:9][C:8]3[N:11]=[CH:12][NH:13][C:7]=3[CH:6]=2)=[O:4])[CH2:19][CH2:18][O:17][CH2:16][CH2:15]1. The catalyst class is: 5. (9) Reactant: [CH3:1][N:2]1[CH2:7][CH2:6][N:5]([CH2:8][CH2:9][CH2:10][O:11][C:12]2[CH:13]=[C:14]([NH2:19])[C:15]([NH2:18])=[CH:16][CH:17]=2)[CH2:4][CH2:3]1.[OH2:20].[N:21]#[C:22]Br. Product: [C:12]([OH:20])(=[O:11])[CH3:13].[C:10]([OH:11])(=[O:20])[CH3:9].[CH3:1][N:2]1[CH2:7][CH2:6][N:5]([CH2:8][CH2:9][CH2:10][O:11][C:12]2[CH:17]=[CH:16][C:15]3[NH:18][C:22]([NH2:21])=[N:19][C:14]=3[CH:13]=2)[CH2:4][CH2:3]1. The catalyst class is: 15.